Dataset: Reaction yield outcomes from USPTO patents with 853,638 reactions. Task: Predict the reaction yield, written as a fraction of the theoretical maximum amount of product (1.0 means a 100% yield; for example, 0.34 means a 34% yield). (1) The reactants are [CH3:1][O:2][C:3]1[CH:4]=[C:5]([CH:11]=[CH:12][CH:13]=1)[O:6][CH2:7][C:8](O)=[O:9].C(Cl)[Cl:15].C(Cl)(=O)C(Cl)=O. The catalyst is CN(C=O)C. The product is [CH3:1][O:2][C:3]1[CH:4]=[C:5]([CH:11]=[CH:12][CH:13]=1)[O:6][CH2:7][C:8]([Cl:15])=[O:9]. The yield is 1.00. (2) The reactants are [S:1]1[CH:5]=[CH:4][C:3]2[CH:6]=[CH:7][CH:8]=[CH:9][C:2]1=2.[C:10](O)(=[O:14])[C:11]([CH3:13])=[CH2:12]. The catalyst is ClCCl. The product is [CH3:12][CH:11]1[CH2:13][C:4]2[C:3]3[CH:6]=[CH:7][CH:8]=[CH:9][C:2]=3[S:1][C:5]=2[C:10]1=[O:14]. The yield is 0.710. (3) The reactants are [Si]([O:8][C@H:9]1[CH2:13][C:12](=[O:14])[N:11]([C:15]2[CH:22]=[CH:21][C:18]([C:19]#[N:20])=[C:17]([F:23])[C:16]=2[CH3:24])[C@H:10]1[CH3:25])(C(C)(C)C)(C)C.[F-].C([N+](CCCC)(CCCC)CCCC)CCC.C1COCC1.O. The catalyst is C1COCC1. The product is [F:23][C:17]1[C:16]([CH3:24])=[C:15]([N:11]2[C:12](=[O:14])[CH2:13][C@H:9]([OH:8])[C@@H:10]2[CH3:25])[CH:22]=[CH:21][C:18]=1[C:19]#[N:20]. The yield is 0.620.